This data is from Forward reaction prediction with 1.9M reactions from USPTO patents (1976-2016). The task is: Predict the product of the given reaction. (1) Given the reactants [CH2:1]([O:3][C:4]1[CH:11]=[CH:10][CH:9]=[C:8]([O:12][CH3:13])[C:5]=1[CH:6]=[O:7])[CH3:2].O1CCCC1.[BH4-].[Na+], predict the reaction product. The product is: [CH2:1]([O:3][C:4]1[CH:11]=[CH:10][CH:9]=[C:8]([O:12][CH3:13])[C:5]=1[CH2:6][OH:7])[CH3:2]. (2) Given the reactants Cl[C:2]1[N:7]=[C:6]([C:8]([OH:11])([CH3:10])[CH3:9])[CH:5]=[C:4]([C:12]2[CH:17]=[CH:16][C:15]([C:18]([F:21])([F:20])[F:19])=[CH:14][CH:13]=2)[N:3]=1.[CH3:22][O:23][C:24]1[CH:25]=[C:26]([NH2:36])[CH:27]=[CH:28][C:29]=1[C:30]1[S:34][C:33]([CH3:35])=[N:32][CH:31]=1, predict the reaction product. The product is: [CH3:22][O:23][C:24]1[CH:25]=[C:26]([NH:36][C:2]2[N:7]=[C:6]([C:8]([OH:11])([CH3:10])[CH3:9])[CH:5]=[C:4]([C:12]3[CH:17]=[CH:16][C:15]([C:18]([F:21])([F:20])[F:19])=[CH:14][CH:13]=3)[N:3]=2)[CH:27]=[CH:28][C:29]=1[C:30]1[S:34][C:33]([CH3:35])=[N:32][CH:31]=1. (3) Given the reactants [ClH:1].[CH3:2][O:3][C:4]1[CH:5]=[C:6](/[C:12](=[CH:15]/[C:16]2[O:17][C:18]([N:21]([CH2:23][CH2:24][N:25]([CH3:27])[CH3:26])[CH3:22])=[CH:19][CH:20]=2)/[C:13]#[N:14])[CH:7]=[CH:8][C:9]=1[O:10][CH3:11], predict the reaction product. The product is: [ClH:1].[CH3:2][O:3][C:4]1[CH:5]=[C:6](/[C:12](=[CH:15]/[C:16]2[O:17][C:18]([N:21]([CH2:23][CH2:24][N:25]([CH3:27])[CH3:26])[CH3:22])=[CH:19][CH:20]=2)/[C:13]#[N:14])[CH:7]=[CH:8][C:9]=1[O:10][CH3:11].